Dataset: Reaction yield outcomes from USPTO patents with 853,638 reactions. Task: Predict the reaction yield, written as a fraction of the theoretical maximum amount of product (1.0 means a 100% yield; for example, 0.34 means a 34% yield). (1) The reactants are C([O:3][C:4](=O)[CH2:5][C:6]([C@H:8]1[CH2:13][CH2:12][N:11]([C:14]([O:16][CH3:17])=[O:15])[C@@H:10]([CH2:18][C:19]2[CH:24]=[CH:23][CH:22]=[CH:21][C:20]=2[F:25])[CH2:9]1)=[O:7])C.[OH-].[Na+].[NH2:29]O.Cl. The catalyst is CO.O. The product is [F:25][C:20]1[CH:21]=[CH:22][CH:23]=[CH:24][C:19]=1[CH2:18][C@H:10]1[CH2:9][C@@H:8]([C:6]2[O:7][NH:29][C:4](=[O:3])[CH:5]=2)[CH2:13][CH2:12][N:11]1[C:14]([O:16][CH3:17])=[O:15]. The yield is 0.610. (2) The reactants are [NH2:1][C:2]1[C:3]2[N:4]([C:8]([C@@H:26]([NH2:28])[CH3:27])=[N:9][C:10]=2[C:11]2[CH:25]=[CH:24][C:14]([C:15]([NH:17][C:18]3[CH:23]=[CH:22][CH:21]=[CH:20][N:19]=3)=[O:16])=[CH:13][CH:12]=2)[CH:5]=[CH:6][N:7]=1.[C:29](O)(=[O:33])[C:30]#[C:31][CH3:32]. No catalyst specified. The product is [NH2:1][C:2]1[C:3]2[N:4]([C:8]([C@@H:26]([NH:28][C:29](=[O:33])[C:30]#[C:31][CH3:32])[CH3:27])=[N:9][C:10]=2[C:11]2[CH:25]=[CH:24][C:14]([C:15]([NH:17][C:18]3[CH:23]=[CH:22][CH:21]=[CH:20][N:19]=3)=[O:16])=[CH:13][CH:12]=2)[CH:5]=[CH:6][N:7]=1. The yield is 0.269. (3) The reactants are [CH3:1][N:2]1[CH2:7][CH2:6][CH2:5][CH2:4][CH2:3]1.[CH2:8]([O:10][C:11](=[O:14])[CH2:12][Br:13])[CH3:9]. The catalyst is ClCCl. The product is [Br-:13].[CH2:8]([O:10][C:11](=[O:14])[CH2:12][N+:2]1([CH3:1])[CH2:7][CH2:6][CH2:5][CH2:4][CH2:3]1)[CH3:9]. The yield is 0.750. (4) The reactants are CS(C)=O.Cl[C:6]1[CH:11]=[CH:10][N:9]=[C:8]([C:12]([N:14]([CH:18]([CH3:20])[CH3:19])[CH:15]([CH3:17])[CH3:16])=[O:13])[C:7]=1[CH2:21][CH3:22].[H-].[Na+].[CH3:25][C:26]1([CH3:34])[O:31][CH2:30][CH:29]([CH2:32][OH:33])[CH2:28][O:27]1. The catalyst is C(OCC)(=O)C. The product is [CH3:25][C:26]1([CH3:34])[O:31][CH2:30][CH:29]([CH2:32][O:33][C:6]2[CH:11]=[CH:10][N:9]=[C:8]([C:12]([N:14]([CH:18]([CH3:20])[CH3:19])[CH:15]([CH3:17])[CH3:16])=[O:13])[C:7]=2[CH2:21][CH3:22])[CH2:28][O:27]1. The yield is 0.369. (5) The reactants are Cl[C:2]1[N:7]=[C:6]([CH:8]([CH:11]2[NH:15][C:14]3[CH:16]=[CH:17][CH:18]=[CH:19][C:13]=3[NH:12]2)[C:9]#[N:10])[CH:5]=[CH:4][N:3]=1.[CH:20]1([NH2:23])[CH2:22][CH2:21]1. No catalyst specified. The product is [NH:12]1[C:13]2[CH:19]=[CH:18][CH:17]=[CH:16][C:14]=2[N:15]=[C:11]1[CH:8]([C:6]1[CH:5]=[CH:4][N:3]=[C:2]([NH:23][CH:20]2[CH2:22][CH2:21]2)[N:7]=1)[C:9]#[N:10]. The yield is 0.790. (6) The reactants are Cl[C:2]1[N:7]=[C:6]([C:8]2[N:12]3[CH:13]=[CH:14][CH:15]=[C:16]([F:17])[C:11]3=[N:10][C:9]=2[C:18]2[CH:19]=[C:20]([CH:32]=[CH:33][CH:34]=2)[C:21]([NH:23][C:24]2[C:29]([F:30])=[CH:28][CH:27]=[CH:26][C:25]=2[F:31])=[O:22])[CH:5]=[CH:4][N:3]=1.[CH3:35][O:36][C:37]1[CH:43]=[C:42]([N:44]2[CH2:49][CH2:48][CH:47]([N:50]3[CH2:55][CH2:54][N:53]([CH2:56][CH2:57][S:58]([CH3:61])(=[O:60])=[O:59])[CH2:52][CH2:51]3)[CH2:46][CH2:45]2)[CH:41]=[CH:40][C:38]=1[NH2:39].Cl.O1CCOCC1.C[O-].[Na+]. The catalyst is FC(F)(F)CO.CO.ClCCl.CCCCCC. The product is [F:31][C:25]1[CH:26]=[CH:27][CH:28]=[C:29]([F:30])[C:24]=1[NH:23][C:21](=[O:22])[C:20]1[CH:32]=[CH:33][CH:34]=[C:18]([C:9]2[N:10]=[C:11]3[C:16]([F:17])=[CH:15][CH:14]=[CH:13][N:12]3[C:8]=2[C:6]2[CH:5]=[CH:4][N:3]=[C:2]([NH:39][C:38]3[CH:40]=[CH:41][C:42]([N:44]4[CH2:45][CH2:46][CH:47]([N:50]5[CH2:51][CH2:52][N:53]([CH2:56][CH2:57][S:58]([CH3:61])(=[O:60])=[O:59])[CH2:54][CH2:55]5)[CH2:48][CH2:49]4)=[CH:43][C:37]=3[O:36][CH3:35])[N:7]=2)[CH:19]=1. The yield is 0.710.